From a dataset of Forward reaction prediction with 1.9M reactions from USPTO patents (1976-2016). Predict the product of the given reaction. (1) Given the reactants [Br-].[CH3:2][O:3][C:4]1[CH:5]=[C:6]([CH:27]=[CH:28][CH:29]=1)[CH2:7][P+](C1C=CC=CC=1)(C1C=CC=CC=1)C1C=CC=CC=1.CC(C)([O-])C.[K+].[Cl:36][C:37]1[C:38](=[O:59])[N:39]([CH2:46][CH2:47][CH2:48][C:49]2[CH:58]=[CH:57][C:52]([C:53]([O:55][CH3:56])=[O:54])=[CH:51][CH:50]=2)[C:40]([CH:44]=O)=[C:41]([Cl:43])[CH:42]=1.[Cl-].[NH4+], predict the reaction product. The product is: [Cl:36][C:37]1[C:38](=[O:59])[N:39]([CH2:46][CH2:47][CH2:48][C:49]2[CH:58]=[CH:57][C:52]([C:53]([O:55][CH3:56])=[O:54])=[CH:51][CH:50]=2)[C:40](/[CH:44]=[CH:7]/[C:6]2[CH:27]=[CH:28][CH:29]=[C:4]([O:3][CH3:2])[CH:5]=2)=[C:41]([Cl:43])[CH:42]=1. (2) Given the reactants [F:1][C:2]1[CH:11]=[C:10](F)[C:9]([N+:13]([O-:15])=[O:14])=[CH:8][C:3]=1[C:4]([O:6][CH3:7])=[O:5].CCN(C(C)C)C(C)C.[CH3:25][O:26][C:27]1[CH:34]=[CH:33][C:30]([CH2:31][NH2:32])=[CH:29][CH:28]=1, predict the reaction product. The product is: [F:1][C:2]1[CH:11]=[C:10]([NH:32][CH2:31][C:30]2[CH:33]=[CH:34][C:27]([O:26][CH3:25])=[CH:28][CH:29]=2)[C:9]([N+:13]([O-:15])=[O:14])=[CH:8][C:3]=1[C:4]([O:6][CH3:7])=[O:5]. (3) Given the reactants [CH3:1][CH2:2][CH2:3][CH2:4][CH2:5][CH2:6][CH2:7][CH2:8][CH2:9][CH2:10][CH2:11][CH2:12][CH2:13][CH2:14][CH2:15][CH2:16][OH:17].[CH3:18][CH:19]1O[CH2:20]1.[CH2:22]1[O:24][CH2:23]1.C1OC1.[CH2:28]1O[CH:29]1[CH3:30], predict the reaction product. The product is: [C:22]([O:17][CH2:16][CH2:15][CH2:14][CH2:13][CH2:12][CH2:11][CH2:10][CH2:9][CH2:8][CH2:7][CH2:6][CH2:5][CH2:4][CH2:3][CH2:2][CH3:1])(=[O:24])[CH2:23][CH2:18][CH2:19][CH2:20][CH:29]([CH3:30])[CH3:28]. (4) Given the reactants P([O:13][CH2:14][CH2:15][N:16]([CH2:21][CH2:22][CH2:23][O:24][C:25]1[CH:34]=[C:33]2[C:28]([C:29]([NH:35][C:36]3[CH:40]=[C:39]([CH2:41][C:42]([NH:44][C:45]4[CH:50]=[CH:49][CH:48]=[C:47]([F:51])[CH:46]=4)=[O:43])[NH:38][N:37]=3)=[N:30][CH:31]=[N:32]2)=[CH:27][CH:26]=1)[CH2:17][CH2:18][O:19][CH3:20])(OC(C)(C)C)(OC(C)(C)C)=O.COCCNCCO.ClCCCOC1C=C2C(C(NC3C=C(CC(NC4C=CC=C(F)C=4)=O)NN=3)=NC=N2)=CC=1.[I-].[K+], predict the reaction product. The product is: [F:51][C:47]1[CH:46]=[C:45]([NH:44][C:42](=[O:43])[CH2:41][C:39]2[NH:38][N:37]=[C:36]([NH:35][C:29]3[C:28]4[C:33](=[CH:34][C:25]([O:24][CH2:23][CH2:22][CH2:21][N:16]([CH2:15][CH2:14][OH:13])[CH2:17][CH2:18][O:19][CH3:20])=[CH:26][CH:27]=4)[N:32]=[CH:31][N:30]=3)[CH:40]=2)[CH:50]=[CH:49][CH:48]=1.